Dataset: Full USPTO retrosynthesis dataset with 1.9M reactions from patents (1976-2016). Task: Predict the reactants needed to synthesize the given product. (1) Given the product [C:25]([NH:1][CH:2]([CH2:13][O:14][CH:15]([F:16])[F:17])[C:3]([NH:5][CH2:6][C:7]1[CH:12]=[CH:11][CH:10]=[CH:9][CH:8]=1)=[O:4])(=[O:27])[CH3:26], predict the reactants needed to synthesize it. The reactants are: [NH2:1][CH:2]([CH2:13][O:14][CH:15]([F:17])[F:16])[C:3]([NH:5][CH2:6][C:7]1[CH:12]=[CH:11][CH:10]=[CH:9][CH:8]=1)=[O:4].C(N(CC)CC)C.[C:25](OC(=O)C)(=[O:27])[CH3:26]. (2) Given the product [NH2:11][C:3]1([CH2:5][C:6]([O:8][CH3:9])=[O:7])[CH2:4][S:1][CH2:2]1, predict the reactants needed to synthesize it. The reactants are: [S:1]1[CH2:4][C:3](=[CH:5][C:6]([O:8][CH2:9]C)=[O:7])[CH2:2]1.[NH3:11].CO. (3) Given the product [Br:1][C:2]1[C:3]([F:17])=[C:4]([CH:5]=[C:6]([CH3:8])[CH:7]=1)[NH2:9], predict the reactants needed to synthesize it. The reactants are: [Br:1][C:2]1[C:3]([F:17])=[C:4]([NH:9]C(=O)OC(C)(C)C)[CH:5]=[C:6]([CH3:8])[CH:7]=1.Cl.[OH-].[Na+].